From a dataset of Full USPTO retrosynthesis dataset with 1.9M reactions from patents (1976-2016). Predict the reactants needed to synthesize the given product. (1) Given the product [CH2:16]([C:23]1[C:32]2[C:27](=[CH:28][CH:29]=[CH:30][CH:31]=2)[C:26]([N:33]2[CH2:38][CH2:37][N:36]([C:2]3[N:7]=[CH:6][C:5]([CH2:8][C:9]([N:11]4[CH2:15][CH2:14][CH2:13][CH2:12]4)=[O:10])=[CH:4][CH:3]=3)[CH2:35][CH2:34]2)=[N:25][N:24]=1)[C:17]1[CH:18]=[CH:19][CH:20]=[CH:21][CH:22]=1, predict the reactants needed to synthesize it. The reactants are: Cl[C:2]1[N:7]=[CH:6][C:5]([CH2:8][C:9]([N:11]2[CH2:15][CH2:14][CH2:13][CH2:12]2)=[O:10])=[CH:4][CH:3]=1.[CH2:16]([C:23]1[C:32]2[C:27](=[CH:28][CH:29]=[CH:30][CH:31]=2)[C:26]([N:33]2[CH2:38][CH2:37][NH:36][CH2:35][CH2:34]2)=[N:25][N:24]=1)[C:17]1[CH:22]=[CH:21][CH:20]=[CH:19][CH:18]=1.C1CCC(P(C2C(C3C=CC=CC=3)=CC=CC=2)C2CCCCC2)CC1.CC([O-])(C)C.[K+]. (2) The reactants are: [N:1]1[C:8](Cl)=[N:7][C:5]([Cl:6])=[N:4][C:2]=1[Cl:3].[CH2:10]1[O:12][CH:11]1[CH2:13][OH:14].[OH-].[Na+]. Given the product [Cl:3][C:2]1[N:4]=[C:5]([Cl:6])[N:7]=[C:8]([O:14][CH2:13][CH:11]2[O:12][CH2:10]2)[N:1]=1, predict the reactants needed to synthesize it. (3) Given the product [CH3:22][S:19]([O:1][CH2:2][CH2:3][NH:4][C:5]([O:6][C:7]([CH3:8])([CH3:10])[CH3:9])=[O:11])(=[O:21])=[O:20], predict the reactants needed to synthesize it. The reactants are: [OH:1][CH2:2][CH2:3][NH:4][C:5](=[O:11])[O:6][C:7]([CH3:10])([CH3:9])[CH3:8].C(N(CC)CC)C.[S:19](Cl)([CH3:22])(=[O:21])=[O:20]. (4) Given the product [F:1][C:2]([F:31])([F:30])[C:3]1[CH:29]=[CH:28][C:6]([C:7]2[C:9]3[N:10]=[CH:11][N:12]=[CH:13][C:14]=3[CH2:15][CH2:16][N:17]=2)=[CH:5][CH:4]=1, predict the reactants needed to synthesize it. The reactants are: [F:1][C:2]([F:31])([F:30])[C:3]1[CH:29]=[CH:28][C:6]([C:7]([C:9]2[C:14]([CH2:15][CH2:16][N:17]3C(=O)C4C(=CC=CC=4)C3=O)=[CH:13][N:12]=[CH:11][N:10]=2)=O)=[CH:5][CH:4]=1.O.NN.